From a dataset of Forward reaction prediction with 1.9M reactions from USPTO patents (1976-2016). Predict the product of the given reaction. Given the reactants [NH2:1][C:2]1[CH:6]=[C:5]([Cl:7])[S:4][C:3]=1[S:8]([NH2:11])(=[O:10])=[O:9].NC1C=CC(Br)=CC=1S(N)(=O)=O.[CH2:24]([N:31]1[C:40]2[C:35](=[CH:36][CH:37]=[CH:38][CH:39]=2)[C:34]([OH:41])=[C:33]([C:42](OCC)=[O:43])[C:32]1=[O:47])[C:25]1[CH:30]=[CH:29][CH:28]=[CH:27][CH:26]=1, predict the reaction product. The product is: [NH2:11][S:8]([C:3]1[S:4][C:5]([Cl:7])=[CH:6][C:2]=1[NH:1][C:42]([C:33]1[C:32](=[O:47])[N:31]([CH2:24][C:25]2[CH:30]=[CH:29][CH:28]=[CH:27][CH:26]=2)[C:40]2[C:35]([C:34]=1[OH:41])=[CH:36][CH:37]=[CH:38][CH:39]=2)=[O:43])(=[O:9])=[O:10].